This data is from Reaction yield outcomes from USPTO patents with 853,638 reactions. The task is: Predict the reaction yield, written as a fraction of the theoretical maximum amount of product (1.0 means a 100% yield; for example, 0.34 means a 34% yield). (1) The product is [CH2:17]([C@@H:25]1[NH:26][CH2:27][CH2:28][N:29]([C:2]2[C:8]3[CH:9]=[CH:10][CH:11]=[CH:12][C:7]=3[S:6][C:5]3[CH:13]=[CH:14][CH:15]=[CH:16][C:4]=3[N:3]=2)[CH2:30]1)[CH2:18][C:19]1[CH:20]=[CH:21][CH:22]=[CH:23][CH:24]=1. No catalyst specified. The reactants are Cl[C:2]1[C:8]2[CH:9]=[CH:10][CH:11]=[CH:12][C:7]=2[S:6][C:5]2[CH:13]=[CH:14][CH:15]=[CH:16][C:4]=2[N:3]=1.[CH2:17]([C@H:25]1[CH2:30][NH:29][CH2:28][CH2:27][NH:26]1)[CH2:18][C:19]1[CH:24]=[CH:23][CH:22]=[CH:21][CH:20]=1. The yield is 0.910. (2) The reactants are [Cl:1][C:2]1[N:7]2[N:8]=[C:9]([C:11]3[CH:16]=[CH:15][CH:14]=[CH:13][CH:12]=3)[CH:10]=[C:6]2[N:5]=[C:4]([CH3:17])[C:3]=1[CH:18]([OH:23])[C:19]([O:21][CH3:22])=[O:20].C(Cl)Cl.Cl(O)(=O)(=O)=O. The catalyst is C(OC(C)(C)C)(=O)C. The product is [C:3]([O:23][CH:18]([C:3]1[C:4]([CH3:17])=[N:5][C:6]2[N:7]([N:8]=[C:9]([C:11]3[CH:16]=[CH:15][CH:14]=[CH:13][CH:12]=3)[CH:10]=2)[C:2]=1[Cl:1])[C:19]([O:21][CH3:22])=[O:20])([CH3:18])([CH3:4])[CH3:2]. The yield is 0.607.